Dataset: Forward reaction prediction with 1.9M reactions from USPTO patents (1976-2016). Task: Predict the product of the given reaction. (1) Given the reactants [Br:1][C:2]1[S:6][C:5]([C:7]([O:9][CH3:10])=[O:8])=[C:4]([NH:11][C:12](=O)[C:13](F)([F:15])[F:14])[CH:3]=1.FC(F)(F)S(OCC(F)F)(=O)=O.C(=O)([O-])[O-].[Cs+].[Cs+].CN(C=O)C, predict the reaction product. The product is: [Br:1][C:2]1[S:6][C:5]([C:7]([O:9][CH3:10])=[O:8])=[C:4]([NH:11][CH2:12][CH:13]([F:15])[F:14])[CH:3]=1. (2) Given the reactants Cl(O)(=O)(=O)=O.[C:6]([O:9][CH:10]1[CH2:27][CH2:26][C@@:25]2([CH3:28])[C:12](=[CH:13][CH2:14][C@@H:15]3[C@@H:24]2[CH2:23][CH2:22][C@@:20]2([CH3:21])[C@H:16]3[CH2:17][CH2:18][CH:19]2[O:29][C:30](=[O:32])[CH3:31])[CH2:11]1)(=[O:8])[CH3:7].BrNC(=[O:37])C.S([O-])([O-])(=O)=S.[Na+].[Na+].C(=O)(O)[O-].[Na+], predict the reaction product. The product is: [C:6]([O:9][C@H:10]1[CH2:27][CH2:26][C@@:25]2([CH:28]=[O:37])[C:12](=[CH:13][CH2:14][C@@H:15]3[C@@H:24]2[CH2:23][CH2:22][C@@:20]2([CH3:21])[C@H:16]3[CH2:17][CH2:18][C@@H:19]2[O:29][C:30](=[O:32])[CH3:31])[CH2:11]1)(=[O:8])[CH3:7]. (3) Given the reactants [CH:1]1[C:10]2[C:5](=[CH:6][CH:7]=[CH:8][CH:9]=2)[CH:4]=[CH:3][C:2]=1[CH2:11][C:12]([OH:14])=O.[NH2:15][CH:16]([CH2:24][CH3:25])[C:17]([O:19][CH2:20][CH:21]([CH3:23])[CH3:22])=[O:18], predict the reaction product. The product is: [CH2:20]([O:19][C:17](=[O:18])[CH:16]([NH:15][C:12](=[O:14])[CH2:11][C:2]1[CH:3]=[CH:4][C:5]2[C:10](=[CH:9][CH:8]=[CH:7][CH:6]=2)[CH:1]=1)[CH2:24][CH3:25])[CH:21]([CH3:22])[CH3:23]. (4) Given the reactants [CH2:1]1[NH:6][C:4](=[O:5])[NH:3][CH:2]1[C:7]([OH:9])=O.[CH:10]1([CH2:13][N:14]2[C:18]3[CH:19]=[CH:20][C:21]([S:23]([CH2:26][CH:27]4[CH2:32][CH2:31][NH:30][CH2:29][CH2:28]4)(=[O:25])=[O:24])=[CH:22][C:17]=3[N:16]=[C:15]2[CH2:33][C:34]([CH3:37])([CH3:36])[CH3:35])[CH2:12][CH2:11]1.C(N(CC)CC)C.F[P-](F)(F)(F)(F)F.N1(OC(N(C)C)=[N+](C)C)C2C=CC=CC=2N=N1, predict the reaction product. The product is: [CH:10]1([CH2:13][N:14]2[C:18]3[CH:19]=[CH:20][C:21]([S:23]([CH2:26][CH:27]4[CH2:28][CH2:29][N:30]([C:7]([CH:2]5[CH2:1][NH:6][C:4](=[O:5])[NH:3]5)=[O:9])[CH2:31][CH2:32]4)(=[O:24])=[O:25])=[CH:22][C:17]=3[N:16]=[C:15]2[CH2:33][C:34]([CH3:37])([CH3:36])[CH3:35])[CH2:11][CH2:12]1. (5) Given the reactants [NH2:1][CH:2]([C:4]1[C:13]([C:14]2[CH:19]=[CH:18][CH:17]=[CH:16][CH:15]=2)=[C:12]([C:20]([O:22][CH3:23])=[O:21])[C:11]2[C:6](=[CH:7][CH:8]=[C:9]([F:24])[CH:10]=2)[N:5]=1)[CH3:3].[NH2:25][C:26]1[C:31]([C:32]#[N:33])=[C:30](Cl)[N:29]=[CH:28][N:27]=1.CCN(C(C)C)C(C)C, predict the reaction product. The product is: [NH2:25][C:26]1[N:27]=[CH:28][N:29]=[C:30]([NH:1][CH:2]([C:4]2[C:13]([C:14]3[CH:19]=[CH:18][CH:17]=[CH:16][CH:15]=3)=[C:12]([C:20]([O:22][CH3:23])=[O:21])[C:11]3[C:6](=[CH:7][CH:8]=[C:9]([F:24])[CH:10]=3)[N:5]=2)[CH3:3])[C:31]=1[C:32]#[N:33]. (6) Given the reactants Cl[CH:2]([CH2:8][C:9]1[CH:14]=[CH:13][CH:12]=[C:11]([C:15]([F:18])([F:17])[F:16])[CH:10]=1)[C:3]([O:5]CC)=O.[CH3:19][C:20]1[CH:25]=[CH:24][C:23]([NH:26][C:27]([NH2:29])=[O:28])=[CH:22][CH:21]=1.CC([O-])=O.[Na+], predict the reaction product. The product is: [F:18][C:15]([F:16])([F:17])[C:11]1[CH:10]=[C:9]([CH:14]=[CH:13][CH:12]=1)[CH2:8][CH:2]1[O:28][C:27](=[N:26][C:23]2[CH:24]=[CH:25][C:20]([CH3:19])=[CH:21][CH:22]=2)[NH:29][C:3]1=[O:5].